From a dataset of Forward reaction prediction with 1.9M reactions from USPTO patents (1976-2016). Predict the product of the given reaction. (1) Given the reactants C(N(CC)CC)C.CCO[C:11]1[N:19](CC2C=CC(C3C=CC=CC=3C3NN=NN=3)=CC=2)[C:18]2[C:17]([C:38]([OH:40])=[O:39])=[CH:16][CH:15]=[CH:14][C:13]=2[N:12]=1.C(Cl)(C1C=CC=CC=1)(C1C=CC=CC=1)C1C=CC=CC=1.O, predict the reaction product. The product is: [N:19]1[C:18]2[C:17]([C:38]([OH:40])=[O:39])=[CH:16][CH:15]=[CH:14][C:13]=2[NH:12][CH:11]=1. (2) Given the reactants O=[C:2]([CH3:18])[CH:3]([C:9]1[C:14]([F:15])=[CH:13][C:12]([F:16])=[CH:11][C:10]=1[F:17])[C:4]([O:6]CC)=O.Cl.[NH2:20][C:21]1[N:22]=[CH:23][NH:24][C:25]=1[C:26]([NH2:28])=[O:27].C(N(CCCC)CCCC)CCC, predict the reaction product. The product is: [OH:6][C:4]1[N:22]2[CH:23]=[N:24][C:25]([C:26]([NH2:28])=[O:27])=[C:21]2[N:20]=[C:2]([CH3:18])[C:3]=1[C:9]1[C:10]([F:17])=[CH:11][C:12]([F:16])=[CH:13][C:14]=1[F:15]. (3) Given the reactants Br[C:2]1[CH:3]=[C:4]([CH:12]=[CH:13][CH:14]=1)[CH2:5][N:6]1[CH2:11][CH2:10][O:9][CH2:8][CH2:7]1.[F:15][C:16]([F:27])([F:26])[C:17]1[CH:22]=[CH:21][CH:20]=[CH:19][C:18]=1B(O)O.C(=O)([O-])[O-].[Na+].[Na+].[C:34]1(C)[CH:39]=[CH:38][CH:37]=[CH:36][CH:35]=1, predict the reaction product. The product is: [C:34]1([CH:8]2[O:9][CH2:10][CH2:11][N:6]([CH2:5][C:4]3[CH:3]=[C:2]([C:18]4[CH:19]=[CH:20][CH:21]=[CH:22][C:17]=4[C:16]([F:27])([F:26])[F:15])[CH:14]=[CH:13][CH:12]=3)[CH2:7]2)[CH:39]=[CH:38][CH:37]=[CH:36][CH:35]=1. (4) The product is: [NH2:8][C@@H:9]([CH2:13][C:14]1[CH:19]=[CH:18][C:17]([Cl:20])=[CH:16][C:15]=1[Cl:21])[CH2:10][OH:11]. Given the reactants [BH4-].[Li+].Cl[Si](C)(C)C.[NH2:8][C@@H:9]([CH2:13][C:14]1[CH:19]=[CH:18][C:17]([Cl:20])=[CH:16][C:15]=1[Cl:21])[C:10](O)=[O:11].[OH-].[Na+], predict the reaction product. (5) Given the reactants [Br-].[Br:2][CH2:3][P+](C1C=CC=CC=1)(C1C=CC=CC=1)C1C=CC=CC=1.CC(C)([O-])C.[K+].[C:29]([N:33]1[CH2:38][CH2:37][C:36](=O)[CH2:35][CH2:34]1)([CH3:32])([CH3:31])[CH3:30], predict the reaction product. The product is: [Br:2][CH:3]=[C:36]1[CH2:37][CH2:38][N:33]([C:29]([CH3:32])([CH3:31])[CH3:30])[CH2:34][CH2:35]1. (6) Given the reactants [Li].C(OP([CH:10]([CH2:16][CH3:17])[C:11]([O:13][CH2:14][CH3:15])=[O:12])(OCC)=O)C.C1OC1[C:21]1[CH:26]=[CH:25][CH:24]=[CH:23][CH:22]=1.[NH4+].[Cl-].CO[CH2:31][CH2:32]OC, predict the reaction product. The product is: [CH2:31]([C@:10]1([C:11]([O:13][CH2:14][CH3:15])=[O:12])[CH2:16][C@@H:17]1[C:21]1[CH:26]=[CH:25][CH:24]=[CH:23][CH:22]=1)[CH3:32].